Predict the reaction yield, written as a fraction of the theoretical maximum amount of product (1.0 means a 100% yield; for example, 0.34 means a 34% yield). From a dataset of Reaction yield outcomes from USPTO patents with 853,638 reactions. (1) The reactants are [CH3:1][O:2][C:3]1[CH:8]=[CH:7][C:6]([NH:9][C:10]2[C:19]3[C:14](=[CH:15][CH:16]=[CH:17][CH:18]=3)[N:13]=[C:12]([CH3:20])[N:11]=2)=[CH:5][CH:4]=1.[F:21][CH:22]([F:24])Cl.C(=O)([O-])[O-].[Cs+].[Cs+]. The catalyst is CN(C)C=O.C(OCC)(=O)C. The product is [F:21][CH:22]([N:9]([C:6]1[CH:5]=[CH:4][C:3]([O:2][CH3:1])=[CH:8][CH:7]=1)[C:10]1[C:19]2[C:14](=[CH:15][CH:16]=[CH:17][CH:18]=2)[N:13]=[C:12]([CH3:20])[N:11]=1)[F:24]. The yield is 0.320. (2) The reactants are O1CCCC1.[F:6][C:7]1[CH:25]=[CH:24][C:10]([CH2:11][O:12][C:13]2[N:18]=[CH:17][C:16]([CH2:19][C:20](Cl)=[N:21][OH:22])=[CH:15][CH:14]=2)=[CH:9][CH:8]=1.[C:26]([C:28]1[C:29]([NH2:34])=[N:30][CH:31]=[CH:32][CH:33]=1)#[CH:27].C(N(CC)CC)C. The catalyst is O. The product is [F:6][C:7]1[CH:25]=[CH:24][C:10]([CH2:11][O:12][C:13]2[N:18]=[CH:17][C:16]([CH2:19][C:20]3[CH:27]=[C:26]([C:28]4[C:29]([NH2:34])=[N:30][CH:31]=[CH:32][CH:33]=4)[O:22][N:21]=3)=[CH:15][CH:14]=2)=[CH:9][CH:8]=1. The yield is 0.222.